From a dataset of Full USPTO retrosynthesis dataset with 1.9M reactions from patents (1976-2016). Predict the reactants needed to synthesize the given product. Given the product [C:1]([O:5][C:6]([N:8]1[C:13]2[CH:14]=[C:15]([Cl:19])[C:16]([C:46]3[CH:47]=[N:48][N:49]([C:51]([C:58]4[CH:63]=[CH:62][CH:61]=[CH:60][CH:59]=4)([C:52]4[CH:53]=[CH:54][CH:55]=[CH:56][CH:57]=4)[C:64]4[CH:69]=[CH:68][CH:67]=[CH:66][CH:65]=4)[CH:50]=3)=[CH:17][C:12]=2[O:11][CH:10]([C:20]([N:22]2[CH2:27][CH2:26][C:25]([C:36]#[N:37])([CH2:28][C:29]3[CH:34]=[CH:33][C:32]([F:35])=[CH:31][CH:30]=3)[CH2:24][CH2:23]2)=[O:21])[CH2:9]1)=[O:7])([CH3:4])([CH3:3])[CH3:2], predict the reactants needed to synthesize it. The reactants are: [C:1]([O:5][C:6]([N:8]1[C:13]2[CH:14]=[C:15]([Cl:19])[C:16](Br)=[CH:17][C:12]=2[O:11][CH:10]([C:20]([N:22]2[CH2:27][CH2:26][C:25]([C:36]#[N:37])([CH2:28][C:29]3[CH:34]=[CH:33][C:32]([F:35])=[CH:31][CH:30]=3)[CH2:24][CH2:23]2)=[O:21])[CH2:9]1)=[O:7])([CH3:4])([CH3:3])[CH3:2].CC1(C)C(C)(C)OB([C:46]2[CH:47]=[N:48][N:49]([C:51]([C:64]3[CH:69]=[CH:68][CH:67]=[CH:66][CH:65]=3)([C:58]3[CH:63]=[CH:62][CH:61]=[CH:60][CH:59]=3)[C:52]3[CH:57]=[CH:56][CH:55]=[CH:54][CH:53]=3)[CH:50]=2)O1.C(=O)([O-])[O-].[Na+].[Na+].